Task: Predict the reactants needed to synthesize the given product.. Dataset: Full USPTO retrosynthesis dataset with 1.9M reactions from patents (1976-2016) (1) Given the product [OH:8][C:9]1[C:14]2[N:15]([CH2:19][CH2:20][O:21][CH3:22])[C:16]([CH3:18])=[N:17][C:13]=2[CH:12]=[C:11]([C:23]([N:25]([CH3:27])[CH3:26])=[O:24])[CH:10]=1, predict the reactants needed to synthesize it. The reactants are: C([O:8][C:9]1[C:14]2[N:15]([CH2:19][CH2:20][O:21][CH3:22])[C:16]([CH3:18])=[N:17][C:13]=2[CH:12]=[C:11]([C:23]([N:25]([CH3:27])[CH3:26])=[O:24])[CH:10]=1)C1C=CC=CC=1. (2) The reactants are: [CH2:1]([O:8][C:9]1[CH:10]=[CH:11][C:12]([S:19][C:20]2[CH:25]=[CH:24][CH:23]=[C:22]([NH:26][CH2:27][C:28]3[CH:33]=[CH:32][CH:31]=[CH:30][C:29]=3[Cl:34])[C:21]=2[NH2:35])=[C:13]2[C:18]=1[N:17]=[CH:16][CH:15]=[CH:14]2)[C:2]1[CH:7]=[CH:6][CH:5]=[CH:4][CH:3]=1.[CH:36](O)=O. Given the product [CH2:1]([O:8][C:9]1[CH:10]=[CH:11][C:12]([S:19][C:20]2[C:21]3[N:35]=[CH:36][N:26]([CH2:27][C:28]4[CH:33]=[CH:32][CH:31]=[CH:30][C:29]=4[Cl:34])[C:22]=3[CH:23]=[CH:24][CH:25]=2)=[C:13]2[C:18]=1[N:17]=[CH:16][CH:15]=[CH:14]2)[C:2]1[CH:7]=[CH:6][CH:5]=[CH:4][CH:3]=1, predict the reactants needed to synthesize it.